This data is from Retrosynthesis with 50K atom-mapped reactions and 10 reaction types from USPTO. The task is: Predict the reactants needed to synthesize the given product. Given the product COC(=O)C(C)(C)COc1cc(C)c(-c2ccc(-c3ncc(CC4CC4)[nH]3)c(F)c2)cn1, predict the reactants needed to synthesize it. The reactants are: COC(=O)C(C)(C)COc1cc(C)c(-c2ccc(C(=N)N)c(F)c2)cn1.O=C(CBr)CC1CC1.